This data is from Reaction yield outcomes from USPTO patents with 853,638 reactions. The task is: Predict the reaction yield, written as a fraction of the theoretical maximum amount of product (1.0 means a 100% yield; for example, 0.34 means a 34% yield). The reactants are [CH2:1]([O:3][C:4]([C:6]1[CH:7]=[N:8][N:9]([C:11]2[N:15]([CH2:16][O:17][CH2:18][CH2:19][O:20][CH3:21])[C:14]3[CH:22]=[C:23]([Cl:27])[C:24]([NH2:26])=[CH:25][C:13]=3[N:12]=2)[CH:10]=1)=[O:5])[CH3:2].N[C:29]1[C:45](Cl)=[CH:44][C:32]2NC(N3C=C(C(O)=O)C=N3)=N[C:31]=2[CH:30]=1.BrC1C=CC=CC=1.CC(C)([O-])C.[Na+]. The catalyst is C1C=CC(/C=C/C(/C=C/C2C=CC=CC=2)=O)=CC=1.C1C=CC(/C=C/C(/C=C/C2C=CC=CC=2)=O)=CC=1.[Pd].CC(P(C(C)(C)C)[C-]1C=CC=C1)(C)C.C1C=CC([C-]2C(C3C=CC=CC=3)=C(C3C=CC=CC=3)C(C3C=CC=CC=3)=C2C2C=CC=CC=2)=CC=1.[Fe+2]. The product is [CH2:1]([O:3][C:4]([C:6]1[CH:7]=[N:8][N:9]([C:11]2[N:15]([CH2:16][O:17][CH2:18][CH2:19][O:20][CH3:21])[C:14]3[CH:22]=[C:23]([Cl:27])[C:24]([NH:26][C:29]4[CH:45]=[CH:44][CH:32]=[CH:31][CH:30]=4)=[CH:25][C:13]=3[N:12]=2)[CH:10]=1)=[O:5])[CH3:2]. The yield is 0.0600.